Dataset: Reaction yield outcomes from USPTO patents with 853,638 reactions. Task: Predict the reaction yield, written as a fraction of the theoretical maximum amount of product (1.0 means a 100% yield; for example, 0.34 means a 34% yield). (1) The reactants are [C:1]1([Mg]Br)[CH:6]=[CH:5][CH:4]=[CH:3][CH:2]=1.[C:9]1([C:15]2[C:24]3[CH:23]=[CH:22][CH:21]=[CH:20][C:19]=3[N:18]=[C:17]3[C:25]4[CH:26]=[CH:27][CH2:28][CH2:29][C:30]=4[C:31](=[O:32])[C:16]=23)[CH:14]=[CH:13][CH:12]=[CH:11][CH:10]=1. The catalyst is O1CCCC1. The product is [C:9]1([C:15]2[C:24]3[CH:23]=[CH:22][CH:21]=[CH:20][C:19]=3[N:18]=[C:17]3[C:25]4[C:30]([C:31]([C:1]5[CH:6]=[CH:5][CH:4]=[CH:3][CH:2]=5)([OH:32])[C:16]=23)=[CH:29][CH:28]=[CH:27][CH:26]=4)[CH:10]=[CH:11][CH:12]=[CH:13][CH:14]=1. The yield is 0.900. (2) The reactants are C([O:3][C:4]([CH:6]1[CH2:11][N:10]([CH:12]([C:19]2[CH:24]=[CH:23][CH:22]=[CH:21][CH:20]=2)[C:13]2[CH:18]=[CH:17][CH:16]=[CH:15][CH:14]=2)[CH2:9][CH2:8][N:7]1[C:25](=[O:40])[CH2:26][CH:27]([C:34]1[CH:39]=[CH:38][CH:37]=[CH:36][CH:35]=1)[C:28]1[CH:33]=[CH:32][CH:31]=[CH:30][CH:29]=1)=[O:5])C.O[Li].O. The catalyst is C1COCC1.CO.O. The product is [CH:12]([N:10]1[CH2:9][CH2:8][N:7]([C:25](=[O:40])[CH2:26][CH:27]([C:28]2[CH:33]=[CH:32][CH:31]=[CH:30][CH:29]=2)[C:34]2[CH:39]=[CH:38][CH:37]=[CH:36][CH:35]=2)[CH:6]([C:4]([OH:5])=[O:3])[CH2:11]1)([C:13]1[CH:14]=[CH:15][CH:16]=[CH:17][CH:18]=1)[C:19]1[CH:24]=[CH:23][CH:22]=[CH:21][CH:20]=1. The yield is 0.950.